Dataset: Catalyst prediction with 721,799 reactions and 888 catalyst types from USPTO. Task: Predict which catalyst facilitates the given reaction. (1) Reactant: [Li+].CC([N-]C(C)C)C.[C:9]([O:17][CH2:18][CH3:19])(=[O:16])[CH2:10][C:11]([O:13][CH2:14][CH3:15])=[O:12].[CH2:20]([O:22][C:23]([C:25]1[C:26]([CH2:37]Br)=[C:27]2[C:32]([Cl:33])=[C:31]([C:34]#[N:35])[CH:30]=[N:29][N:28]2[CH:36]=1)=[O:24])[CH3:21]. Product: [CH2:18]([O:17][C:9](=[O:16])[CH:10]([CH2:37][C:26]1[C:25]([C:23]([O:22][CH2:20][CH3:21])=[O:24])=[CH:36][N:28]2[C:27]=1[C:32]([Cl:33])=[C:31]([C:34]#[N:35])[CH:30]=[N:29]2)[C:11]([O:13][CH2:14][CH3:15])=[O:12])[CH3:19]. The catalyst class is: 1. (2) The catalyst class is: 110. Reactant: Br[C:2]1[C:3]([NH2:9])=[N:4][CH:5]=[N:6][C:7]=1Cl.CC(C1C=C(C(C)C)C(C2C=CC=CC=2P(C2CCCCC2)C2CCCCC2)=C(C(C)C)C=1)C.[O:44]1[CH2:49]COC[CH2:45]1. Product: [NH2:9][C:3]1[C:2]2[CH2:49][O:44][CH2:45][C:7]=2[N:6]=[CH:5][N:4]=1. (3) Reactant: Br[C:2]1[C:7]2[N:8]([CH3:12])[C:9](=[O:11])[NH:10][C:6]=2[CH:5]=[CH:4][N:3]=1.C(=O)([O-])[O-].[Na+].[Na+].[CH3:19][CH2:20]/[C:21](/B1OC2C=CC=CC=2O1)=[CH:22]\[CH2:23][CH3:24]. Product: [CH3:19][CH2:20]/[C:21](/[C:2]1[C:7]2[N:8]([CH3:12])[C:9](=[O:11])[NH:10][C:6]=2[CH:5]=[CH:4][N:3]=1)=[CH:22]\[CH2:23][CH3:24]. The catalyst class is: 11. (4) Reactant: [F:1][C:2]1[CH:7]=[C:6]([O:8][Si:9]([CH:16]([CH3:18])[CH3:17])([CH:13]([CH3:15])[CH3:14])[CH:10]([CH3:12])[CH3:11])[CH:5]=[CH:4][C:3]=1[NH2:19].[C:20]([O:24][C:25](O[C:25]([O:24][C:20]([CH3:23])([CH3:22])[CH3:21])=[O:26])=[O:26])([CH3:23])([CH3:22])[CH3:21]. Product: [C:20]([O:24][C:25](=[O:26])[NH:19][C:3]1[CH:4]=[CH:5][C:6]([O:8][Si:9]([CH:13]([CH3:15])[CH3:14])([CH:16]([CH3:18])[CH3:17])[CH:10]([CH3:11])[CH3:12])=[CH:7][C:2]=1[F:1])([CH3:23])([CH3:22])[CH3:21]. The catalyst class is: 1. (5) Reactant: C1(P(C2C=CC=CC=2)C2C=CC=CC=2)C=CC=CC=1.BrN1C(=O)CCC1=O.[CH:28]1([CH2:33][CH:34]([C:38]2[CH:43]=[CH:42][C:41]([S:44]([CH3:47])(=[O:46])=[O:45])=[C:40]([N+:48]([O-:50])=[O:49])[CH:39]=2)[C:35]([OH:37])=O)[CH2:32][CH2:31][CH2:30][CH2:29]1.[NH2:51][C:52]1[CH:57]=[CH:56][C:55]([Br:58])=[CH:54][N:53]=1. Product: [Br:58][C:55]1[CH:56]=[CH:57][C:52]([NH:51][C:35](=[O:37])[CH:34]([C:38]2[CH:43]=[CH:42][C:41]([S:44]([CH3:47])(=[O:46])=[O:45])=[C:40]([N+:48]([O-:50])=[O:49])[CH:39]=2)[CH2:33][CH:28]2[CH2:32][CH2:31][CH2:30][CH2:29]2)=[N:53][CH:54]=1. The catalyst class is: 2.